From a dataset of Full USPTO retrosynthesis dataset with 1.9M reactions from patents (1976-2016). Predict the reactants needed to synthesize the given product. (1) Given the product [ClH:1].[N:60]1([C@@H:61]2[CH2:57][CH2:56][N:64]([C:2]3[N:10]=[C:9]4[C:5]([N:6]=[CH:7][N:8]4[C@@H:11]4[CH2:15][C@H:14]([N:16]5[N:20]=[N:19][C:18]([CH2:21][CH3:22])=[N:17]5)[C@@H:13]([OH:23])[C@H:12]4[OH:24])=[C:4]([NH:25][CH2:26][CH:27]([C:28]4[CH:33]=[CH:32][CH:31]=[CH:30][CH:29]=4)[C:34]4[CH:39]=[CH:38][CH:37]=[CH:36][CH:35]=4)[N:3]=3)[CH2:63]2)[CH2:74][CH2:78][CH2:77][CH2:76]1, predict the reactants needed to synthesize it. The reactants are: [Cl:1][C:2]1[N:10]=[C:9]2[C:5]([N:6]=[CH:7][N:8]2[C@@H:11]2[CH2:15][C@H:14]([N:16]3[N:20]=[N:19][C:18]([CH2:21][CH3:22])=[N:17]3)[C@@H:13]([OH:23])[C@H:12]2[OH:24])=[C:4]([NH:25][CH2:26][CH:27]([C:34]2[CH:39]=[CH:38][CH:37]=[CH:36][CH:35]=2)[C:28]2[CH:33]=[CH:32][CH:31]=[CH:30][CH:29]=2)[N:3]=1.FC(F)(F)C(O)=O.C1(C(C2C=CC=CC=2)CN[C:56]2[N:64]=[C:63](NCCN3CCCCC3)N=[C:61]3[C:57]=2N=C[N:60]3[C@@H:74]2[CH2:78][C@H:77](N3C=C(CO)C=N3)[C@@H:76](O)[C@H]2O)C=CC=CC=1.N1([C@@H]2CCNC2)CCCC1. (2) Given the product [C:12]([C:10]1[CH:9]=[CH:8][C:7]([O:17][CH3:18])=[C:6]([CH:11]=1)[C:5]([OH:19])=[O:4])(=[O:16])[CH:13]([CH3:15])[CH3:14], predict the reactants needed to synthesize it. The reactants are: [OH-].[Na+].C[O:4][C:5](=[O:19])[C:6]1[CH:11]=[C:10]([C:12](=[O:16])[CH:13]([CH3:15])[CH3:14])[CH:9]=[CH:8][C:7]=1[O:17][CH3:18].Cl. (3) Given the product [OH:18][CH2:19][C:20]1[C:21]([O:29][CH2:30][C:31]2[CH:32]=[CH:33][C:34]([O:37][CH3:38])=[CH:35][CH:36]=2)=[N:22][C:23]([C:26]([NH2:28])=[O:27])=[N:24][CH:25]=1, predict the reactants needed to synthesize it. The reactants are: [Si]([O:18][CH2:19][C:20]1[C:21]([O:29][CH2:30][C:31]2[CH:36]=[CH:35][C:34]([O:37][CH3:38])=[CH:33][CH:32]=2)=[N:22][C:23]([C:26]([NH2:28])=[O:27])=[N:24][CH:25]=1)(C(C)(C)C)(C1C=CC=CC=1)C1C=CC=CC=1.CCCC[N+](CCCC)(CCCC)CCCC.[F-]. (4) Given the product [CH2:4]([C:11]12[CH2:24]/[C:23](=[CH:1]/[OH:2])/[C:22](=[O:25])[CH:21]([CH3:26])[CH:12]1[CH2:13][CH2:14][C:15]1[CH:16]=[N:17][N:18]([CH3:20])[C:19]=12)[C:5]1[CH:10]=[CH:9][CH:8]=[CH:7][CH:6]=1, predict the reactants needed to synthesize it. The reactants are: [CH3:1][O-:2].[Na+].[CH2:4]([C:11]12[CH2:24][CH2:23][C:22](=[O:25])[CH:21]([CH3:26])[CH:12]1[CH2:13][CH2:14][C:15]1[CH:16]=[N:17][N:18]([CH3:20])[C:19]=12)[C:5]1[CH:10]=[CH:9][CH:8]=[CH:7][CH:6]=1.